This data is from Full USPTO retrosynthesis dataset with 1.9M reactions from patents (1976-2016). The task is: Predict the reactants needed to synthesize the given product. (1) Given the product [C:11]1([CH3:16])[CH:12]=[CH:13][CH:14]=[CH:15][C:10]=1[NH:9][C:6]([C:2]1[NH:1][CH:5]=[CH:4][N:3]=1)=[O:8], predict the reactants needed to synthesize it. The reactants are: [NH:1]1[CH:5]=[CH:4][N:3]=[C:2]1[C:6]([OH:8])=O.[NH2:9][C:10]1[C:11]([CH3:16])=[CH:12][CH:13]=[CH:14][CH:15]=1.C1C=CC2N(O)N=NC=2C=1.O. (2) Given the product [Br:1][C:2]1[CH:7]=[C:6]([CH:5]=[CH:4][N:3]=1)[C:8]([OH:10])=[O:15], predict the reactants needed to synthesize it. The reactants are: [Br:1][C:2]1[CH:7]=[C:6]([CH3:8])[CH:5]=[CH:4][N:3]=1.[Mn]([O-])(=O)(=O)=[O:10].[K+].[OH2:15].